This data is from HIV replication inhibition screening data with 41,000+ compounds from the AIDS Antiviral Screen. The task is: Binary Classification. Given a drug SMILES string, predict its activity (active/inactive) in a high-throughput screening assay against a specified biological target. (1) The molecule is CCOC(=O)C(CCCCS(=O)(=O)O)C(=O)OCC. The result is 0 (inactive). (2) The compound is CCOc1snc(C(Cl)(Cl)Cl)c1Cl. The result is 0 (inactive).